From a dataset of Forward reaction prediction with 1.9M reactions from USPTO patents (1976-2016). Predict the product of the given reaction. (1) Given the reactants [CH3:1][Si:2]([CH3:30])([CH3:29])[CH2:3][CH2:4][O:5][CH2:6][N:7]1[C:11]2[N:12]=[CH:13][N:14]=[C:15]([C:16]3[CH:17]=[N:18][N:19]([CH:21]([CH2:27][CH3:28])[C:22](OCC)=[O:23])[CH:20]=3)[C:10]=2[CH:9]=[CH:8]1.[H-].C([Al+]CC(C)C)C(C)C.[OH-].[Na+].O, predict the reaction product. The product is: [CH3:1][Si:2]([CH3:29])([CH3:30])[CH2:3][CH2:4][O:5][CH2:6][N:7]1[C:11]2[N:12]=[CH:13][N:14]=[C:15]([C:16]3[CH:17]=[N:18][N:19]([CH:21]([CH2:27][CH3:28])[CH:22]=[O:23])[CH:20]=3)[C:10]=2[CH:9]=[CH:8]1. (2) Given the reactants [C:1]1(B(O)O)[CH:6]=[CH:5][CH:4]=[CH:3][CH:2]=1.[NH:10]1[CH2:16][CH2:15][CH2:14][CH2:13][CH2:12][CH2:11]1.O.O=[CH:19][C:20]([OH:22])=[O:21], predict the reaction product. The product is: [N:10]1([CH:19]([C:1]2[CH:6]=[CH:5][CH:4]=[CH:3][CH:2]=2)[C:20]([OH:22])=[O:21])[CH2:16][CH2:15][CH2:14][CH2:13][CH2:12][CH2:11]1. (3) Given the reactants [CH3:1][O:2][C:3]1[CH:8]=[C:7]([F:9])[CH:6]=[CH:5][C:4]=1Br.[Li]CCCC.[CH2:16]([N:23]1[CH2:28][CH2:27][C:26](=O)[CH2:25][CH2:24]1)[C:17]1[CH:22]=[CH:21][CH:20]=[CH:19][CH:18]=1, predict the reaction product. The product is: [CH2:16]([N:23]1[CH2:28][CH2:27][CH:26]([C:4]2[CH:5]=[CH:6][C:7]([F:9])=[CH:8][C:3]=2[O:2][CH3:1])[CH2:25][CH2:24]1)[C:17]1[CH:22]=[CH:21][CH:20]=[CH:19][CH:18]=1. (4) Given the reactants [F:1][C:2]1[CH:7]=[CH:6][C:5]([NH:8][C:9](=[NH:19])[CH2:10][C:11](=[O:18])[C:12]2[CH:17]=[CH:16][CH:15]=[CH:14][CH:13]=2)=[CH:4][CH:3]=1.[C:20](OC)(=[O:23])[C:21]#[CH:22], predict the reaction product. The product is: [NH2:19][C:9]1[N:8]([C:5]2[CH:6]=[CH:7][C:2]([F:1])=[CH:3][CH:4]=2)[C:20](=[O:23])[CH:21]=[CH:22][C:10]=1[C:11](=[O:18])[C:12]1[CH:13]=[CH:14][CH:15]=[CH:16][CH:17]=1. (5) Given the reactants [CH2:1]([N:8]1[C:20]2[C:19]3[CH:18]=[CH:17][CH:16]=[CH:15][C:14]=3[N:13]=[C:12]([NH2:21])[C:11]=2[N:10]=[C:9]1S(C)(=O)=O)[C:2]1[CH:7]=[CH:6][CH:5]=[CH:4][CH:3]=1.[CH3:26][O-:27].[Na+], predict the reaction product. The product is: [CH2:1]([N:8]1[C:20]2[C:19]3[CH:18]=[CH:17][CH:16]=[CH:15][C:14]=3[N:13]=[C:12]([NH2:21])[C:11]=2[N:10]=[C:9]1[O:27][CH3:26])[C:2]1[CH:7]=[CH:6][CH:5]=[CH:4][CH:3]=1. (6) Given the reactants [Br:1][C:2]1[C:3]([O:9][CH2:10][C:11]#[CH:12])=[N:4][C:5](Cl)=[N:6][CH:7]=1.[NH2:13][C:14]1[CH:15]=[C:16]([CH:21]=[C:22]([NH2:24])[CH:23]=1)[C:17]([O:19][CH3:20])=[O:18].Cl, predict the reaction product. The product is: [NH2:13][C:14]1[CH:15]=[C:16]([CH:21]=[C:22]([NH:24][C:5]2[N:4]=[C:3]([O:9][CH2:10][C:11]#[CH:12])[C:2]([Br:1])=[CH:7][N:6]=2)[CH:23]=1)[C:17]([O:19][CH3:20])=[O:18]. (7) Given the reactants [F:1][C:2]1[CH:7]=[C:6]([F:8])[CH:5]=[CH:4][C:3]=1[C:9]1[N:10]=[C:11](/[CH:14]=[CH:15]/[C:16]2[CH:21]=[CH:20][C:19]([C:22]3[CH:27]=[CH:26][CH:25]=[C:24]([C:28]([F:31])([F:30])[F:29])[CH:23]=3)=[CH:18][CH:17]=2)[NH:12][CH:13]=1.[N+:32]([C:35]1[CH:42]=[CH:41][C:38]([CH2:39]Br)=[CH:37][CH:36]=1)([O-:34])=[O:33], predict the reaction product. The product is: [F:1][C:2]1[CH:7]=[C:6]([F:8])[CH:5]=[CH:4][C:3]=1[C:9]1[N:10]=[C:11](/[CH:14]=[CH:15]/[C:16]2[CH:17]=[CH:18][C:19]([C:22]3[CH:27]=[CH:26][CH:25]=[C:24]([C:28]([F:30])([F:31])[F:29])[CH:23]=3)=[CH:20][CH:21]=2)[N:12]([CH2:39][C:38]2[CH:41]=[CH:42][C:35]([N+:32]([O-:34])=[O:33])=[CH:36][CH:37]=2)[CH:13]=1. (8) Given the reactants [CH2:1]([O:3][C:4](=[O:27])[NH:5][CH:6]1[CH2:15][CH2:14][C:13]2[C:8](=[CH:9][C:10]([CH2:16][CH2:17]O)=[CH:11][CH:12]=2)[CH:7]1[CH2:19][C:20]1[CH:25]=[CH:24][CH:23]=[C:22]([Cl:26])[CH:21]=1)[CH3:2].C1(P(C2C=CC=CC=2)C2C=CC=CC=2)C=CC=CC=1.C(Br)(Br)(Br)[Br:48], predict the reaction product. The product is: [CH2:1]([O:3][C:4](=[O:27])[NH:5][CH:6]1[CH2:15][CH2:14][C:13]2[C:8](=[CH:9][C:10]([CH2:16][CH2:17][Br:48])=[CH:11][CH:12]=2)[CH:7]1[CH2:19][C:20]1[CH:25]=[CH:24][CH:23]=[C:22]([Cl:26])[CH:21]=1)[CH3:2]. (9) Given the reactants [C:1]([C:3]1([C:6]2[CH:7]=[C:8]([CH2:44][CH2:45][CH2:46][NH:47]C(=O)OC(C)(C)C)[CH:9]=[C:10]([C:12]3[CH:17]=[CH:16][N:15]=[C:14]4[N:18](C(C5C=CC=CC=5)(C5C=CC=CC=5)C5C=CC=CC=5)[N:19]=[C:20]([C:21]([F:24])([F:23])[F:22])[C:13]=34)[CH:11]=2)[CH2:5][CH2:4]1)#[N:2].C([SiH](CC)CC)C.C(O)(C(F)(F)F)=O, predict the reaction product. The product is: [NH2:47][CH2:46][CH2:45][CH2:44][C:8]1[CH:7]=[C:6]([C:3]2([C:1]#[N:2])[CH2:5][CH2:4]2)[CH:11]=[C:10]([C:12]2[CH:17]=[CH:16][N:15]=[C:14]3[NH:18][N:19]=[C:20]([C:21]([F:23])([F:24])[F:22])[C:13]=23)[CH:9]=1. (10) The product is: [O:22]1[C:26]2[CH:27]=[CH:28][CH:29]=[CH:30][C:25]=2[CH:24]=[C:23]1[C:6]1[O:5][C:3](=[O:4])[C:2]([CH3:1])=[C:7]([OH:14])[C:8]=1[CH2:9][CH2:10][CH2:11][CH2:12][CH3:13]. Given the reactants [CH3:1][CH:2]([C:7](=[O:14])[CH2:8][CH2:9][CH2:10][CH2:11][CH2:12][CH3:13])[C:3]([O:5][CH3:6])=[O:4].[H-].[Na+].[Li]CCCC.[O:22]1[C:26]2[CH:27]=[CH:28][CH:29]=[CH:30][C:25]=2[CH:24]=[C:23]1C(OC)=O.[NH4+].[Cl-], predict the reaction product.